This data is from Reaction yield outcomes from USPTO patents with 853,638 reactions. The task is: Predict the reaction yield, written as a fraction of the theoretical maximum amount of product (1.0 means a 100% yield; for example, 0.34 means a 34% yield). (1) The reactants are [Br:1][C:2]1[CH:7]=[C:6]([F:8])[CH:5]=[CH:4][C:3]=1[CH:9]1[C:14]([C:15]([O:17][CH2:18][CH3:19])=[O:16])=[C:13]([CH3:20])[NH:12][C:11]([C:21]2[S:22][CH:23]=[C:24]([CH2:26][C:27]([NH:29][CH3:30])=[O:28])[N:25]=2)=[N:10]1.C1C(=O)N([Br:38])C(=O)C1. No catalyst specified. The product is [Br:1][C:2]1[CH:7]=[C:6]([F:8])[CH:5]=[CH:4][C:3]=1[CH:9]1[C:14]([C:15]([O:17][CH2:18][CH3:19])=[O:16])=[C:13]([CH2:20][Br:38])[NH:12][C:11]([C:21]2[S:22][CH:23]=[C:24]([CH2:26][C:27]([NH:29][CH3:30])=[O:28])[N:25]=2)=[N:10]1. The yield is 0.550. (2) The reactants are [CH2:1]([O:4][C:5]1[CH:10]=[CH:9][C:8]([C:11]2[O:15][N:14]=[C:13]([C:16]3[CH:21]=[CH:20][C:19]([O:22]C(C)C)=[C:18]([I:26])[CH:17]=3)[N:12]=2)=[CH:7][C:6]=1[O:27][CH3:28])[CH2:2][CH3:3].ClC1C=C(C2ON=C(C3C=CC(OC(C)C)=C(I)C=3)N=2)C=CC=1OCCC. No catalyst specified. The product is [CH2:1]([O:4][C:5]1[CH:10]=[CH:9][C:8]([C:11]2[O:15][N:14]=[C:13]([C:16]3[CH:21]=[CH:20][C:19]([OH:22])=[C:18]([I:26])[CH:17]=3)[N:12]=2)=[CH:7][C:6]=1[O:27][CH3:28])[CH2:2][CH3:3]. The yield is 0.800. (3) The product is [ClH:21].[F:1][C:2]1[CH:7]=[C:6]([OH:8])[CH:5]=[C:4]([C@H:9]2[CH2:13][CH2:12][CH2:11][NH:10]2)[CH:3]=1. The reactants are [F:1][C:2]1[CH:3]=[C:4]([C@H:9]2[CH2:13][CH2:12][CH2:11][N:10]2C(OC(C)(C)C)=O)[CH:5]=[C:6]([OH:8])[CH:7]=1.[ClH:21].O1CCOCC1. The catalyst is C(Cl)Cl. The yield is 0.733. (4) The reactants are O=P(Cl)(Cl)[Cl:3].O[C:7]1[CH:12]=[C:11]([CH3:13])[NH:10][C:9](=[O:14])[C:8]=1[C:15]#[N:16].[NH4+].[OH-]. The catalyst is C(Cl)(Cl)Cl. The product is [Cl:3][C:7]1[CH:12]=[C:11]([CH3:13])[NH:10][C:9](=[O:14])[C:8]=1[C:15]#[N:16]. The yield is 0.400. (5) The reactants are N[C:2]1[C:7]([F:8])=[CH:6][C:5]([CH:9]([CH3:14])[C:10]([O:12][CH3:13])=[O:11])=[C:4]([F:15])[CH:3]=1.[BrH:16].N([O-])=O.[Na+].S(=O)(=O)(O)O. No catalyst specified. The product is [Br:16][C:2]1[C:7]([F:8])=[CH:6][C:5]([CH:9]([CH3:14])[C:10]([O:12][CH3:13])=[O:11])=[C:4]([F:15])[CH:3]=1. The yield is 0.730. (6) The reactants are [O:1]([C:8]1[CH:9]=[CH:10][C:11](=[O:14])[NH:12][N:13]=1)[C:2]1[CH:7]=[CH:6][CH:5]=[CH:4][CH:3]=1.[H-].[Na+].[CH3:17][O:18][C:19](=[O:28])[CH:20](Br)[CH2:21][CH:22]1[CH2:26][CH2:25][CH2:24][CH2:23]1.O. The catalyst is O1CCCC1. The product is [CH3:17][O:18][C:19](=[O:28])[CH:20]([N:12]1[C:11](=[O:14])[CH:10]=[CH:9][C:8]([O:1][C:2]2[CH:3]=[CH:4][CH:5]=[CH:6][CH:7]=2)=[N:13]1)[CH2:21][CH:22]1[CH2:23][CH2:24][CH2:25][CH2:26]1. The yield is 0.720.